This data is from Forward reaction prediction with 1.9M reactions from USPTO patents (1976-2016). The task is: Predict the product of the given reaction. Given the reactants C(=O)(O)[O-].[Na+].[NH2:6][CH:7]([C:12]1[CH:13]=[N:14][CH:15]=[CH:16][CH:17]=1)[CH2:8][C:9](O)=[O:10].FC(F)(F)S(Cl)(=O)=O, predict the reaction product. The product is: [N:14]1[CH:15]=[CH:16][CH:17]=[C:12]([CH:7]2[NH:6][C:9](=[O:10])[CH2:8]2)[CH:13]=1.